Predict the reaction yield, written as a fraction of the theoretical maximum amount of product (1.0 means a 100% yield; for example, 0.34 means a 34% yield). From a dataset of Reaction yield outcomes from USPTO patents with 853,638 reactions. The reactants are CS(C)=O.C(Cl)(=O)C(Cl)=O.C(Cl)Cl.[OH:14][CH2:15][CH:16]1[CH2:19][C:18]([CH2:42][C:43]#[N:44])([N:20]2[CH:24]=[C:23]([C:25]3[C:26]4[CH:33]=[CH:32][N:31]([CH2:34][O:35][CH2:36][CH2:37][Si:38]([CH3:41])([CH3:40])[CH3:39])[C:27]=4[N:28]=[CH:29][N:30]=3)[CH:22]=[N:21]2)[CH2:17]1.C(N(CC)CC)C. No catalyst specified. The product is [CH:15]([CH:16]1[CH2:17][C:18]([CH2:42][C:43]#[N:44])([N:20]2[CH:24]=[C:23]([C:25]3[C:26]4[CH:33]=[CH:32][N:31]([CH2:34][O:35][CH2:36][CH2:37][Si:38]([CH3:39])([CH3:41])[CH3:40])[C:27]=4[N:28]=[CH:29][N:30]=3)[CH:22]=[N:21]2)[CH2:19]1)=[O:14]. The yield is 0.860.